Dataset: Forward reaction prediction with 1.9M reactions from USPTO patents (1976-2016). Task: Predict the product of the given reaction. (1) The product is: [CH3:18][O:19][C:20](=[O:31])/[CH:21]=[CH:22]/[C:23]1[CH:28]=[C:27]([C:12]2[CH:13]=[CH:14][C:9]([O:8][CH2:1][C:2]3[CH:7]=[CH:6][CH:5]=[CH:4][CH:3]=3)=[CH:10][CH:11]=2)[CH:26]=[C:25]([C:12]2[CH:13]=[CH:14][C:9]([O:8][CH2:1][C:2]3[CH:7]=[CH:6][CH:5]=[CH:4][CH:3]=3)=[CH:10][CH:11]=2)[CH:24]=1. Given the reactants [CH2:1]([O:8][C:9]1[CH:14]=[CH:13][C:12](B(O)O)=[CH:11][CH:10]=1)[C:2]1[CH:7]=[CH:6][CH:5]=[CH:4][CH:3]=1.[CH3:18][O:19][C:20](=[O:31])[CH:21]=[CH:22][C:23]1[CH:28]=[C:27](Br)[CH:26]=[C:25](Br)[CH:24]=1.Cl, predict the reaction product. (2) Given the reactants [Cl:1][C:2]1[C:7]([N+:8]([O-:10])=[O:9])=[C:6](N)[CH:5]=[C:4]([Cl:12])[N:3]=1.[ClH:13].N([O-])=O.[Na+].[OH-].[Na+], predict the reaction product. The product is: [Cl:1][C:2]1[C:7]([N+:8]([O-:10])=[O:9])=[C:6]([Cl:13])[CH:5]=[C:4]([Cl:12])[N:3]=1. (3) Given the reactants C[O:2][C:3](=[O:32])[C:4]1[CH:9]=[CH:8][C:7]([CH2:10][NH:11][C:12]([C:14]2[CH:19]=[C:18]([C:20](=[O:31])[NH:21][CH2:22][C:23]3[CH:28]=[CH:27][CH:26]=[C:25]([O:29][CH3:30])[CH:24]=3)[N:17]=[CH:16][N:15]=2)=[O:13])=[CH:6][CH:5]=1.O1CCCC1.[OH-].[K+].Cl, predict the reaction product. The product is: [CH3:30][O:29][C:25]1[CH:24]=[C:23]([CH:28]=[CH:27][CH:26]=1)[CH2:22][NH:21][C:20]([C:18]1[N:17]=[CH:16][N:15]=[C:14]([C:12]([NH:11][CH2:10][C:7]2[CH:6]=[CH:5][C:4]([C:3]([OH:32])=[O:2])=[CH:9][CH:8]=2)=[O:13])[CH:19]=1)=[O:31]. (4) Given the reactants [NH2:1][C:2]1[CH:7]=[CH:6][CH:5]=[CH:4][C:3]=1[NH2:8].[C:9](O)(=O)C1C=CC=CC=1, predict the reaction product. The product is: [N:1]1[C:2]2[CH:7]=[CH:6][CH:5]=[CH:4][C:3]=2[NH:8][CH:9]=1. (5) Given the reactants Cl[C:2]1[N:3]=[C:4]([NH:12][N:13]2[CH2:18][CH2:17][CH2:16][CH2:15][CH2:14]2)[C:5]2[S:10][CH:9]=[C:8]([CH3:11])[C:6]=2[N:7]=1.[CH2:19]([NH2:22])[CH:20]=[CH2:21].C(=O)([O-])O.[Na+], predict the reaction product. The product is: [CH2:19]([NH:22][C:2]1[N:3]=[C:4]([NH:12][N:13]2[CH2:18][CH2:17][CH2:16][CH2:15][CH2:14]2)[C:5]2[S:10][CH:9]=[C:8]([CH3:11])[C:6]=2[N:7]=1)[CH:20]=[CH2:21]. (6) Given the reactants [Cl:1][C:2]1[C:3]([C:16]2[C:24]3[C:19](=[CH:20][CH:21]=[CH:22][CH:23]=3)[N:18]([S:25]([C:28]3[CH:33]=[CH:32][CH:31]=[CH:30][CH:29]=3)(=[O:27])=[O:26])[CH:17]=2)=[N:4][C:5]([NH:8][C@@H:9]2[CH2:14][CH2:13][CH2:12][C@H:11]([NH2:15])[CH2:10]2)=[N:6][CH:7]=1.Cl.[F:35][C:36]1[CH:44]=[C:43]([N+:45]([O-:47])=[O:46])[CH:42]=[CH:41][C:37]=1[C:38](O)=[O:39].CN(C(ON1N=NC2C=CC=CC1=2)=[N+](C)C)C.F[P-](F)(F)(F)(F)F.CCN(C(C)C)C(C)C, predict the reaction product. The product is: [Cl:1][C:2]1[C:3]([C:16]2[C:24]3[C:19](=[CH:20][CH:21]=[CH:22][CH:23]=3)[N:18]([S:25]([C:28]3[CH:33]=[CH:32][CH:31]=[CH:30][CH:29]=3)(=[O:27])=[O:26])[CH:17]=2)=[N:4][C:5]([NH:8][C@@H:9]2[CH2:14][CH2:13][CH2:12][C@H:11]([NH:15][C:38](=[O:39])[C:37]3[CH:41]=[CH:42][C:43]([N+:45]([O-:47])=[O:46])=[CH:44][C:36]=3[F:35])[CH2:10]2)=[N:6][CH:7]=1. (7) Given the reactants [N:1]1[CH:6]=[CH:5][CH:4]=[CH:3][C:2]=1[C:7](=[N:19][NH2:20])[CH2:8][C:9]1[C:18]2[C:13](=[CH:14][CH:15]=[CH:16][CH:17]=2)[N:12]=[CH:11][CH:10]=1.N1C=CC=CC=1.[CH2:27]([CH:34]([CH2:39][Br:40])[CH2:35][C:36](Cl)=[O:37])[C:28]1[CH:33]=[CH:32][CH:31]=[CH:30][CH:29]=1.CO, predict the reaction product. The product is: [N:1]1[CH:6]=[CH:5][CH:4]=[CH:3][C:2]=1[C:7](=[N:19][NH:20][C:36](=[O:37])[CH2:35][CH:34]([CH2:27][C:28]1[CH:33]=[CH:32][CH:31]=[CH:30][CH:29]=1)[CH2:39][Br:40])[CH2:8][C:9]1[C:18]2[C:13](=[CH:14][CH:15]=[CH:16][CH:17]=2)[N:12]=[CH:11][CH:10]=1.